Task: Predict which catalyst facilitates the given reaction.. Dataset: Catalyst prediction with 721,799 reactions and 888 catalyst types from USPTO (1) Reactant: [OH:1][C:2]1[CH:9]=[CH:8][C:5]([CH:6]=[O:7])=[CH:4][C:3]=1[CH3:10].[Cl-].[Mg+2].[Cl-].C(N(CC)CC)C.[CH2:21]=[O:22]. Product: [OH:22][C:21]1[C:3]([CH3:10])=[CH:4][C:5]([CH:6]=[O:7])=[CH:8][C:9]=1[CH:2]=[O:1]. The catalyst class is: 47. (2) Reactant: FC(F)(F)C(O)=O.C(OC([NH:15][N:16]([C:30]1[CH:35]=[CH:34][C:33]([F:36])=[CH:32][C:31]=1[Cl:37])[C:17]([CH:19]1[C:24](=O)[C@@:23]2([CH3:29])[C:26]([CH3:28])([CH3:27])[C@@H:20]1[CH2:21][CH2:22]2)=[O:18])=O)(C)(C)C. Product: [Cl:37][C:31]1[CH:32]=[C:33]([F:36])[CH:34]=[CH:35][C:30]=1[N:16]1[C:17](=[O:18])[C:19]2[C@@H:20]3[C:26]([CH3:27])([CH3:28])[C@@:23]([CH3:29])([CH2:22][CH2:21]3)[C:24]=2[NH:15]1. The catalyst class is: 4. (3) Reactant: [N:1]1[C:6]2[S:7][C:8]3[CH2:13][CH2:12][CH2:11][CH2:10][C:9]=3[C:5]=2[C:4](=O)[NH:3][CH:2]=1.O=P(Cl)(Cl)[Cl:17].C(=O)(O)[O-].[Na+]. Product: [Cl:17][C:4]1[C:5]2[C:9]3[CH2:10][CH2:11][CH2:12][CH2:13][C:8]=3[S:7][C:6]=2[N:1]=[CH:2][N:3]=1. The catalyst class is: 6.